From a dataset of Forward reaction prediction with 1.9M reactions from USPTO patents (1976-2016). Predict the product of the given reaction. (1) Given the reactants C[O:2][C:3](=[O:26])[CH2:4][CH2:5][C@@:6]1([CH3:25])[C:15](=[O:16])[CH2:14][CH2:13][CH:12]2[CH:7]1[CH2:8][CH2:9][C@:10]1([CH3:24])[C@@H:19]([C:20]([O:22][CH3:23])=[O:21])[CH2:18][CH2:17][CH:11]12.[CH3:27][N+](C)=C.[I-].CI.CCN(CC)CC.C1CCN2C(=NCCC2)CC1.Cl, predict the reaction product. The product is: [CH3:23][O:22][C:20]([C@@H:19]1[C@@:10]2([CH3:24])[CH2:9][CH2:8][CH:7]3[CH:12]([CH:11]2[CH2:17][CH2:18]1)[CH2:13][C:14](=[CH2:27])[C:15](=[O:16])[C@@:6]3([CH2:5][CH2:4][C:3]([OH:2])=[O:26])[CH3:25])=[O:21]. (2) Given the reactants NC(C(O)=O)CCSC.C[O:11][C:12]1[CH:17]=[CH:16][C:15]([C:18]2[CH:19]=[N:20][O:21][CH:22]=2)=[CH:14][CH:13]=1.CS(O)(=O)=O, predict the reaction product. The product is: [O:21]1[CH:22]=[C:18]([C:15]2[CH:14]=[CH:13][C:12]([OH:11])=[CH:17][CH:16]=2)[CH:19]=[N:20]1.